This data is from Reaction yield outcomes from USPTO patents with 853,638 reactions. The task is: Predict the reaction yield, written as a fraction of the theoretical maximum amount of product (1.0 means a 100% yield; for example, 0.34 means a 34% yield). (1) The reactants are C(N(CC)CC)C.[CH3:8][O:9][C:10](=[O:25])[CH2:11][C:12]1[C:21]([CH3:22])=[C:20]([OH:23])[C:19]2[C:14](=[CH:15][CH:16]=[C:17]([Cl:24])[CH:18]=2)[CH:13]=1.[F:26][C:27]([F:40])([F:39])[S:28](O[S:28]([C:27]([F:40])([F:39])[F:26])(=[O:30])=[O:29])(=[O:30])=[O:29].C(OCC)(=O)C.CCCCCC. The product is [CH3:8][O:9][C:10](=[O:25])[CH2:11][C:12]1[C:21]([CH3:22])=[C:20]([O:23][S:28]([C:27]([F:40])([F:39])[F:26])(=[O:30])=[O:29])[C:19]2[C:14](=[CH:15][CH:16]=[C:17]([Cl:24])[CH:18]=2)[CH:13]=1. The catalyst is ClCCl. The yield is 0.860. (2) The reactants are [OH:1][CH2:2][C:3]1[CH:8]=[CH:7][C:6]([O:9][C:10](=[O:19])[N:11]([CH3:18])[C:12]2[CH:17]=[CH:16][CH:15]=[CH:14][CH:13]=2)=[CH:5][CH:4]=1.O[C:21]1[CH:22]=[N:23][CH:24]=[CH:25][CH:26]=1. No catalyst specified. The product is [N:23]1[CH:24]=[CH:25][CH:26]=[C:21]([O:1][CH2:2][C:3]2[CH:4]=[CH:5][C:6]([O:9][C:10](=[O:19])[N:11]([CH3:18])[C:12]3[CH:13]=[CH:14][CH:15]=[CH:16][CH:17]=3)=[CH:7][CH:8]=2)[CH:22]=1. The yield is 0.430. (3) The reactants are [N+:1]([C:4]1[CH:9]=[CH:8][C:7]([CH2:10][CH2:11][CH2:12][C:13](OC)=[O:14])=[CH:6][CH:5]=1)([O-:3])=[O:2].CCCCCC. The catalyst is ClCCl.[H-].C([Al+]CC(C)C)C(C)C. The product is [N+:1]([C:4]1[CH:5]=[CH:6][C:7]([CH2:10][CH2:11][CH2:12][CH:13]=[O:14])=[CH:8][CH:9]=1)([O-:3])=[O:2]. The yield is 0.720. (4) The reactants are Cl[CH2:2][CH:3]=O.C([O:9][C:10](=[O:27])[C:11]1[C:16]([NH:17][C:18]2[CH:23]=[CH:22][C:21]([Br:24])=[CH:20][C:19]=2[Cl:25])=[CH:15][C:14]([NH2:26])=[N:13][CH:12]=1)(C)(C)C. The catalyst is CCO.CCOC(C)=O. The product is [Br:24][C:21]1[CH:22]=[CH:23][C:18]([NH:17][C:16]2[C:11]([C:10]([OH:9])=[O:27])=[CH:12][N:13]3[CH:2]=[CH:3][N:26]=[C:14]3[CH:15]=2)=[C:19]([Cl:25])[CH:20]=1. The yield is 0.330. (5) The reactants are [N:1]1[CH:6]=[CH:5][CH:4]=[C:3]2[CH:7]([NH2:16])[C:8]3[CH:15]=[CH:14][CH:13]=[CH:12][C:9]=3[CH2:10][CH2:11][C:2]=12.[C:17](=S)=[S:18].C(Cl)CCl. The catalyst is C1COCC1. The product is [N:16]([CH:7]1[C:3]2[C:2](=[N:1][CH:6]=[CH:5][CH:4]=2)[CH2:11][CH2:10][C:9]2[CH:12]=[CH:13][CH:14]=[CH:15][C:8]1=2)=[C:17]=[S:18]. The yield is 0.910. (6) The reactants are C(Cl)(=O)C(Cl)=O.[O:7]=[C:8]([C:12]1[O:13][CH:14]=[CH:15][CH:16]=1)[C:9]([OH:11])=[O:10].[N:17]12[CH2:24][CH2:23][CH:20]([CH2:21][CH2:22]1)[C@@H:19](O)[CH2:18]2. The product is [N:17]12[CH2:24][CH2:23][CH:20]([CH2:21][CH2:22]1)[C@@H:19]([O:10][C:9](=[O:11])[C:8](=[O:7])[C:12]1[O:13][CH:14]=[CH:15][CH:16]=1)[CH2:18]2. The yield is 0.525. The catalyst is CN(C)C=O.C(Cl)(Cl)Cl. (7) The reactants are [Br:1][CH2:2][CH:3]([OH:6])[CH2:4][Br:5].N1C=CN=C1.[C:12]([Si:16](Cl)([C:23]1[CH:28]=[CH:27][CH:26]=[CH:25][CH:24]=1)[C:17]1[CH:22]=[CH:21][CH:20]=[CH:19][CH:18]=1)([CH3:15])([CH3:14])[CH3:13]. The catalyst is C(Cl)Cl.CN(C)C1C=CN=CC=1.C(OCC)C. The product is [Br:1][CH2:2][CH:3]([CH2:4][Br:5])[O:6][Si:16]([C:12]([CH3:15])([CH3:14])[CH3:13])([C:23]1[CH:24]=[CH:25][CH:26]=[CH:27][CH:28]=1)[C:17]1[CH:22]=[CH:21][CH:20]=[CH:19][CH:18]=1. The yield is 1.00. (8) The reactants are [Br:1][C:2]1[CH:3]=[C:4]2[C:9](=[CH:10][CH:11]=1)[CH2:8][C:7](=O)[CH2:6][CH2:5]2.C([O-])(=O)C.[NH4+].C([BH3-])#[N:19].[Na+].Cl. The catalyst is CO. The product is [Br:1][C:2]1[CH:3]=[C:4]2[C:9](=[CH:10][CH:11]=1)[CH2:8][CH:7]([NH2:19])[CH2:6][CH2:5]2. The yield is 0.490. (9) The reactants are C(O)(C(F)(F)F)=O.C(OC(=O)[N:14]([CH2:18][CH2:19][CH2:20][N:21]1[C:25]([NH:26][C:27]([CH:29]2[CH2:31][CH2:30]2)=[O:28])=[C:24]([C:32](=[O:34])[NH2:33])[N:23]=[C:22]1[S:35][C:36]1[C:44]([I:45])=[CH:43][C:39]2[O:40][CH2:41][O:42][C:38]=2[CH:37]=1)[CH:15]([CH3:17])[CH3:16])(C)(C)C. The catalyst is C(Cl)Cl. The product is [CH:29]1([C:27]([NH:26][C:25]2[N:21]([CH2:20][CH2:19][CH2:18][NH:14][CH:15]([CH3:17])[CH3:16])[C:22]([S:35][C:36]3[C:44]([I:45])=[CH:43][C:39]4[O:40][CH2:41][O:42][C:38]=4[CH:37]=3)=[N:23][C:24]=2[C:32]([NH2:33])=[O:34])=[O:28])[CH2:31][CH2:30]1. The yield is 0.900. (10) The reactants are [Cl:1][C:2]1[CH:7]=[CH:6][N:5]=[C:4]([CH2:8][C:9]([C:11]2[CH:16]=[CH:15][C:14]([F:17])=[CH:13][CH:12]=2)=O)[CH:3]=1.Cl.[NH2:19][OH:20].[OH-].[Na+]. The catalyst is CO. The product is [Cl:1][C:2]1[CH:7]=[CH:6][N:5]=[C:4]([CH2:8][C:9]([C:11]2[CH:16]=[CH:15][C:14]([F:17])=[CH:13][CH:12]=2)=[N:19][OH:20])[CH:3]=1. The yield is 0.840.